This data is from Catalyst prediction with 721,799 reactions and 888 catalyst types from USPTO. The task is: Predict which catalyst facilitates the given reaction. Reactant: [N:1]1([C:7]2[CH:12]=[CH:11][C:10]([NH:13][C:14]([C:16]3[CH:17]=[C:18]([CH:27]=[CH:28][CH:29]=3)[CH2:19][S:20][CH2:21][CH2:22][C:23]([O:25]C)=[O:24])=[O:15])=[C:9]([C:30](=[O:48])[NH:31][C:32]3[CH:33]=[N:34][C:35]([C:38]4[CH:43]=[CH:42][CH:41]=[C:40]([C:44]([F:47])([F:46])[F:45])[CH:39]=4)=[N:36][CH:37]=3)[CH:8]=2)[CH2:6][CH2:5][CH2:4][CH2:3][CH2:2]1.O[Li].O.Cl. Product: [N:1]1([C:7]2[CH:12]=[CH:11][C:10]([NH:13][C:14]([C:16]3[CH:17]=[C:18]([CH:27]=[CH:28][CH:29]=3)[CH2:19][S:20][CH2:21][CH2:22][C:23]([OH:25])=[O:24])=[O:15])=[C:9]([C:30](=[O:48])[NH:31][C:32]3[CH:37]=[N:36][C:35]([C:38]4[CH:43]=[CH:42][CH:41]=[C:40]([C:44]([F:47])([F:45])[F:46])[CH:39]=4)=[N:34][CH:33]=3)[CH:8]=2)[CH2:2][CH2:3][CH2:4][CH2:5][CH2:6]1. The catalyst class is: 30.